This data is from NCI-60 drug combinations with 297,098 pairs across 59 cell lines. The task is: Regression. Given two drug SMILES strings and cell line genomic features, predict the synergy score measuring deviation from expected non-interaction effect. (1) Drug 1: CC1C(C(CC(O1)OC2CC(CC3=C2C(=C4C(=C3O)C(=O)C5=C(C4=O)C(=CC=C5)OC)O)(C(=O)CO)O)N)O.Cl. Drug 2: CN(C)C1=NC(=NC(=N1)N(C)C)N(C)C. Cell line: MDA-MB-231. Synergy scores: CSS=4.60, Synergy_ZIP=-1.81, Synergy_Bliss=-1.74, Synergy_Loewe=0.594, Synergy_HSA=-0.890. (2) Drug 1: COC1=C2C(=CC3=C1OC=C3)C=CC(=O)O2. Drug 2: CC12CCC3C(C1CCC2OP(=O)(O)O)CCC4=C3C=CC(=C4)OC(=O)N(CCCl)CCCl.[Na+]. Cell line: BT-549. Synergy scores: CSS=6.94, Synergy_ZIP=1.44, Synergy_Bliss=3.15, Synergy_Loewe=-2.40, Synergy_HSA=-1.88. (3) Drug 1: CC1=C(C=C(C=C1)NC(=O)C2=CC=C(C=C2)CN3CCN(CC3)C)NC4=NC=CC(=N4)C5=CN=CC=C5. Drug 2: C1CNP(=O)(OC1)N(CCCl)CCCl. Cell line: HOP-92. Synergy scores: CSS=5.11, Synergy_ZIP=4.21, Synergy_Bliss=1.49, Synergy_Loewe=3.76, Synergy_HSA=1.89. (4) Drug 1: CN(C)N=NC1=C(NC=N1)C(=O)N. Drug 2: CC1=C(C=C(C=C1)NC(=O)C2=CC=C(C=C2)CN3CCN(CC3)C)NC4=NC=CC(=N4)C5=CN=CC=C5. Cell line: UO-31. Synergy scores: CSS=12.0, Synergy_ZIP=-4.55, Synergy_Bliss=1.34, Synergy_Loewe=-2.22, Synergy_HSA=-0.775. (5) Drug 1: C1=NC2=C(N=C(N=C2N1C3C(C(C(O3)CO)O)F)Cl)N. Drug 2: C(CC(=O)O)C(=O)CN.Cl. Cell line: NCI-H460. Synergy scores: CSS=8.06, Synergy_ZIP=-2.80, Synergy_Bliss=-1.29, Synergy_Loewe=-2.56, Synergy_HSA=-2.94. (6) Cell line: SK-OV-3. Drug 2: CC1C(C(CC(O1)OC2CC(CC3=C2C(=C4C(=C3O)C(=O)C5=C(C4=O)C(=CC=C5)OC)O)(C(=O)CO)O)N)O.Cl. Synergy scores: CSS=27.8, Synergy_ZIP=0.775, Synergy_Bliss=0.905, Synergy_Loewe=-23.3, Synergy_HSA=1.03. Drug 1: C1=CC(=CC=C1CCCC(=O)O)N(CCCl)CCCl. (7) Drug 1: C1CCN(CC1)CCOC2=CC=C(C=C2)C(=O)C3=C(SC4=C3C=CC(=C4)O)C5=CC=C(C=C5)O. Drug 2: CNC(=O)C1=NC=CC(=C1)OC2=CC=C(C=C2)NC(=O)NC3=CC(=C(C=C3)Cl)C(F)(F)F. Cell line: MOLT-4. Synergy scores: CSS=19.1, Synergy_ZIP=-2.01, Synergy_Bliss=2.78, Synergy_Loewe=-5.77, Synergy_HSA=-0.883. (8) Drug 1: C1=CN(C(=O)N=C1N)C2C(C(C(O2)CO)O)O.Cl. Drug 2: C1=NNC2=C1C(=O)NC=N2. Cell line: BT-549. Synergy scores: CSS=19.1, Synergy_ZIP=-0.640, Synergy_Bliss=-1.06, Synergy_Loewe=-0.985, Synergy_HSA=0.779. (9) Drug 1: CN(C)N=NC1=C(NC=N1)C(=O)N. Drug 2: C1=CC(=CC=C1CC(C(=O)O)N)N(CCCl)CCCl.Cl. Cell line: SW-620. Synergy scores: CSS=14.3, Synergy_ZIP=-3.00, Synergy_Bliss=3.58, Synergy_Loewe=-21.1, Synergy_HSA=-1.59. (10) Drug 1: C1C(C(OC1N2C=NC3=C(N=C(N=C32)Cl)N)CO)O. Drug 2: N.N.Cl[Pt+2]Cl. Cell line: NCI-H322M. Synergy scores: CSS=5.60, Synergy_ZIP=-0.634, Synergy_Bliss=-0.0515, Synergy_Loewe=-4.95, Synergy_HSA=-2.84.